Predict which catalyst facilitates the given reaction. From a dataset of Catalyst prediction with 721,799 reactions and 888 catalyst types from USPTO. Reactant: C(O[BH-](OC(=O)C)OC(=O)C)(=O)C.[Na+].Cl.[NH2:16][C@H:17]([CH:25]([CH3:27])[CH3:26])[C:18]([O:20][C:21]([CH3:24])([CH3:23])[CH3:22])=[O:19].[F:28][C:29]1[C:30]([CH:51]=O)=[C:31]2[C:37]([C:38]([O-:40])=[O:39])=[CH:36][N:35]([S:41]([C:44]3[CH:50]=[CH:49][C:47]([CH3:48])=[CH:46][CH:45]=3)(=[O:43])=[O:42])[C:32]2=[N:33][CH:34]=1. Product: [C:21]([O:20][C:18](=[O:19])[C@H:17]([NH:16][CH2:51][C:30]1[C:29]([F:28])=[CH:34][N:33]=[C:32]2[N:35]([S:41]([C:44]3[CH:50]=[CH:49][C:47]([CH3:48])=[CH:46][CH:45]=3)(=[O:43])=[O:42])[CH:36]=[C:37]([C:38]([OH:40])=[O:39])[C:31]=12)[CH:25]([CH3:27])[CH3:26])([CH3:22])([CH3:24])[CH3:23]. The catalyst class is: 2.